Dataset: Full USPTO retrosynthesis dataset with 1.9M reactions from patents (1976-2016). Task: Predict the reactants needed to synthesize the given product. Given the product [Cl:5][C:6]1[CH:7]=[C:8]([C:12]2[N:13]=[C:14]([CH2:17][NH2:18])[S:15][CH:16]=2)[CH:9]=[CH:10][CH:11]=1, predict the reactants needed to synthesize it. The reactants are: C(N)CN.[Cl:5][C:6]1[CH:7]=[C:8]([C:12]2[N:13]=[C:14]([CH2:17][N:18]3C(=O)C4C(=CC=CC=4)C3=O)[S:15][CH:16]=2)[CH:9]=[CH:10][CH:11]=1.